From a dataset of TCR-epitope binding with 47,182 pairs between 192 epitopes and 23,139 TCRs. Binary Classification. Given a T-cell receptor sequence (or CDR3 region) and an epitope sequence, predict whether binding occurs between them. The epitope is GLCTLVAML. The TCR CDR3 sequence is CASSAGTSGQETQYF. Result: 1 (the TCR binds to the epitope).